This data is from Reaction yield outcomes from USPTO patents with 853,638 reactions. The task is: Predict the reaction yield, written as a fraction of the theoretical maximum amount of product (1.0 means a 100% yield; for example, 0.34 means a 34% yield). (1) The reactants are [NH2:1][C:2]1[CH:3]=[C:4]([C:14]2[CH:15]=[N:16][C:17]([C:20]([OH:23])([CH3:22])[CH3:21])=[N:18][CH:19]=2)[CH:5]=[C:6]([CH:9]2[CH2:13][CH2:12][CH2:11][O:10]2)[C:7]=1[NH2:8].[CH2:24]([NH:26][C:27]([NH:29][C:30](SC)=NC(=O)NCC)=[O:28])[CH3:25]. The catalyst is O1CCOCC1.OS(O)(=O)=O. The product is [CH2:24]([NH:26][C:27]([NH:29][C:30]1[NH:8][C:7]2[C:6]([CH:9]3[CH2:13][CH2:12][CH2:11][O:10]3)=[CH:5][C:4]([C:14]3[CH:19]=[N:18][C:17]([C:20]([OH:23])([CH3:21])[CH3:22])=[N:16][CH:15]=3)=[CH:3][C:2]=2[N:1]=1)=[O:28])[CH3:25]. The yield is 0.820. (2) The reactants are [Br:1][C:2]1[CH:3]=[C:4]([C:17]([NH:19][CH2:20][C:21]2[C:22](=[O:29])[NH:23][C:24]([CH3:28])=[CH:25][C:26]=2[CH3:27])=[O:18])[C:5]2[CH:6]=[N:7][N:8]([CH:11]3[CH2:16][CH2:15][NH:14][CH2:13][CH2:12]3)[C:9]=2[CH:10]=1.[CH3:30][N:31]1[CH2:36][CH2:35][C:34](=O)[CH2:33][CH2:32]1.CO.C(O)(=O)C.[BH3-]C#N.[Na+]. No catalyst specified. The product is [Br:1][C:2]1[CH:3]=[C:4]([C:17]([NH:19][CH2:20][C:21]2[C:22](=[O:29])[NH:23][C:24]([CH3:28])=[CH:25][C:26]=2[CH3:27])=[O:18])[C:5]2[CH:6]=[N:7][N:8]([CH:11]3[CH2:16][CH2:15][N:14]([CH:34]4[CH2:35][CH2:36][N:31]([CH3:30])[CH2:32][CH2:33]4)[CH2:13][CH2:12]3)[C:9]=2[CH:10]=1. The yield is 0.240. (3) The reactants are [NH:1]1[CH:6]=[CH:5][CH:4]=[CH:3][C:2]1=[O:7].[Li+].[CH3:9]C([N-]C(C)C)C.[C:16](=[O:18])=[O:17].Cl.[CH2:20]1[CH2:24]O[CH2:22][CH2:21]1. No catalyst specified. The product is [CH2:22]([N:1]1[CH:6]=[CH:5][C:4]([CH2:9][C:16]([OH:18])=[O:17])=[CH:3][C:2]1=[O:7])[CH2:21][CH2:20][CH3:24]. The yield is 0.660. (4) The reactants are [C:1]([C:3]1[CH:17]=[C:16]([F:18])[CH:15]=[CH:14][C:4]=1[CH2:5][NH:6]C(=O)OC(C)(C)C)#[N:2].[F:19][C:20]([F:25])([F:24])[C:21]([OH:23])=[O:22]. The catalyst is C(Cl)(Cl)Cl. The product is [F:19][C:20]([F:25])([F:24])[C:21]([OH:23])=[O:22].[NH2:6][CH2:5][C:4]1[CH:14]=[CH:15][C:16]([F:18])=[CH:17][C:3]=1[C:1]#[N:2]. The yield is 1.00.